The task is: Predict the product of the given reaction.. This data is from Forward reaction prediction with 1.9M reactions from USPTO patents (1976-2016). (1) The product is: [CH2:6]([O:5][P:4]([CH2:9][O:10][CH2:11]/[CH:12]=[CH:13]\[CH2:14][N:21]1[CH:20]=[N:19][C:18]2[C:22]1=[N:23][C:24]([NH2:26])=[N:25][C:17]=2[Cl:16])([O:3][CH2:1][CH3:2])=[O:8])[CH3:7]. Given the reactants [CH2:1]([O:3][P:4]([CH2:9][O:10][CH2:11]/[CH:12]=[CH:13]\[CH2:14]Cl)(=[O:8])[O:5][CH2:6][CH3:7])[CH3:2].[Cl:16][C:17]1[N:25]=[C:24]([NH2:26])[N:23]=[C:22]2[C:18]=1[NH:19][CH:20]=[N:21]2.C(=O)([O-])[O-].[K+].[K+], predict the reaction product. (2) The product is: [Cl:10][C:11]1[CH:12]=[CH:13][C:14]2[N:15]([CH:2]=[C:3]([C:5]3[O:6][CH:7]=[CH:8][CH:9]=3)[N:17]=2)[N:16]=1. Given the reactants Br[CH2:2][C:3]([C:5]1[O:6][CH:7]=[CH:8][CH:9]=1)=O.[Cl:10][C:11]1[N:16]=[N:15][C:14]([NH2:17])=[CH:13][CH:12]=1.C(Cl)(Cl)Cl.C(O)(C)C, predict the reaction product. (3) Given the reactants C([O:3][C:4](=[O:40])[CH2:5][N:6]([S:28]([N:31]1[C:39]2[C:34](=[CH:35][CH:36]=[CH:37][CH:38]=2)[CH2:33][CH2:32]1)(=[O:30])=[O:29])[CH2:7][C:8]1[CH:13]=[CH:12][C:11]([O:14][CH2:15][C:16]2[N:17]=[C:18]([C:22]3[CH:27]=[CH:26][CH:25]=[CH:24][CH:23]=3)[O:19][C:20]=2[CH3:21])=[CH:10][CH:9]=1)C.O.[OH-].[Li+], predict the reaction product. The product is: [N:31]1([S:28]([N:6]([CH2:5][C:4]([OH:40])=[O:3])[CH2:7][C:8]2[CH:9]=[CH:10][C:11]([O:14][CH2:15][C:16]3[N:17]=[C:18]([C:22]4[CH:23]=[CH:24][CH:25]=[CH:26][CH:27]=4)[O:19][C:20]=3[CH3:21])=[CH:12][CH:13]=2)(=[O:29])=[O:30])[C:39]2[C:34](=[CH:35][CH:36]=[CH:37][CH:38]=2)[CH2:33][CH2:32]1. (4) Given the reactants Br[C:2]1[CH:3]=[C:4]([C:8]2[C:22]([C:23]3[CH:28]=[CH:27][N:26]=[C:25]([NH:29][CH:30]4[CH2:34][CH2:33][CH2:32][CH2:31]4)[N:24]=3)=[C:11]3[CH:12]=[CH:13][CH:14]=[C:15]([NH:16][CH:17]4[CH2:21][CH2:20][CH2:19][CH2:18]4)[N:10]3[N:9]=2)[CH:5]=[CH:6][CH:7]=1.[S:35]1[CH:39]=[CH:38][C:37](B(O)O)=[CH:36]1, predict the reaction product. The product is: [CH:17]1([NH:16][C:15]2[N:10]3[N:9]=[C:8]([C:4]4[CH:5]=[CH:6][CH:7]=[C:2]([C:37]5[CH:38]=[CH:39][S:35][CH:36]=5)[CH:3]=4)[C:22]([C:23]4[CH:28]=[CH:27][N:26]=[C:25]([NH:29][CH:30]5[CH2:31][CH2:32][CH2:33][CH2:34]5)[N:24]=4)=[C:11]3[CH:12]=[CH:13][CH:14]=2)[CH2:18][CH2:19][CH2:20][CH2:21]1.